From a dataset of Full USPTO retrosynthesis dataset with 1.9M reactions from patents (1976-2016). Predict the reactants needed to synthesize the given product. (1) Given the product [CH:1]1([C:4]2[CH:5]=[C:6]3[C:10](=[C:11]([CH2:13][O:14][CH2:15][C:16]4([C:29]5[CH:34]=[CH:33][CH:32]=[CH:31][CH:30]=5)[CH2:21][CH2:20][NH:19][CH2:18][CH2:17]4)[CH:12]=2)[NH:9][N:8]=[CH:7]3)[CH2:3][CH2:2]1, predict the reactants needed to synthesize it. The reactants are: [CH:1]1([C:4]2[CH:12]=[C:11]([CH2:13][O:14][CH2:15][C:16]3([C:29]4[CH:34]=[CH:33][CH:32]=[CH:31][CH:30]=4)[CH2:21][CH2:20][N:19](C(OC(C)(C)C)=O)[CH2:18][CH2:17]3)[C:10]3[C:6](=[CH:7][N:8](COCC[Si](C)(C)C)[N:9]=3)[CH:5]=2)[CH2:3][CH2:2]1.FC(F)(F)C(O)=O.C(Cl)Cl. (2) Given the product [CH2:25]([O:24][C:22]([NH:21][CH2:20][CH2:19][C:18]([NH:17][C@@H:4]([CH2:5][CH2:6][CH2:7][CH2:8][NH:9][C:10]([O:12][C:13]([CH3:16])([CH3:15])[CH3:14])=[O:11])[C:3]([OH:33])=[O:2])=[O:32])=[O:23])[C:26]1[CH:27]=[CH:28][CH:29]=[CH:30][CH:31]=1, predict the reactants needed to synthesize it. The reactants are: C[O:2][C:3](=[O:33])[C@@H:4]([NH:17][C:18](=[O:32])[CH2:19][CH2:20][NH:21][C:22]([O:24][CH2:25][C:26]1[CH:31]=[CH:30][CH:29]=[CH:28][CH:27]=1)=[O:23])[CH2:5][CH2:6][CH2:7][CH2:8][NH:9][C:10]([O:12][C:13]([CH3:16])([CH3:15])[CH3:14])=[O:11].[OH-].[Na+]. (3) Given the product [CH:20]([C:19]1[N:15]=[C:14]([N:11]2[CH2:12][CH2:13][N:8]([C:5]3[N:6]=[CH:7][C:2]([OH:1])=[CH:3][N:4]=3)[C@H:9]([CH3:16])[CH2:10]2)[O:17][N:18]=1)([CH3:22])[CH3:21], predict the reactants needed to synthesize it. The reactants are: [OH:1][C:2]1[CH:3]=[N:4][C:5]([N:8]2[CH2:13][CH2:12][N:11]([C:14]#[N:15])[CH2:10][C@H:9]2[CH3:16])=[N:6][CH:7]=1.[OH:17]/[N:18]=[C:19](\N)/[CH:20]([CH3:22])[CH3:21].Cl. (4) The reactants are: [C:1]([O:5][C:6]([NH:8][CH2:9][C@H:10]1[CH2:15][CH2:14][C@H:13]([C:16]([NH:18][C@H:19]([C:36](=[O:49])[NH:37][C:38]2[CH:43]=[CH:42][C:41]([C:44]3[N:45]=[N:46][NH:47][N:48]=3)=[CH:40][CH:39]=2)[CH2:20][C:21]2[CH:26]=[CH:25][C:24]([C:27]3[CH:32]=[CH:31][C:30]([C:33](O)=[O:34])=[CH:29][CH:28]=3)=[CH:23][CH:22]=2)=[O:17])[CH2:12][CH2:11]1)=[O:7])([CH3:4])([CH3:3])[CH3:2].[C:50]([O:54][C:55]([N:57]1[CH2:62][CH2:61][NH:60][CH2:59][CH2:58]1)=[O:56])([CH3:53])([CH3:52])[CH3:51].F[P-](F)(F)(F)(F)F.CN(C(ON1C2=NC=CC=C2N=N1)=[N+](C)C)C.C(N(CC)C(C)C)(C)C. Given the product [C:1]([O:5][C:6]([NH:8][CH2:9][C@H:10]1[CH2:11][CH2:12][C@H:13]([C:16]([NH:18][C@H:19]([C:36](=[O:49])[NH:37][C:38]2[CH:39]=[CH:40][C:41]([C:44]3[N:45]=[N:46][NH:47][N:48]=3)=[CH:42][CH:43]=2)[CH2:20][C:21]2[CH:22]=[CH:23][C:24]([C:27]3[CH:28]=[CH:29][C:30]([C:33]([N:60]4[CH2:59][CH2:58][N:57]([C:55]([O:54][C:50]([CH3:53])([CH3:52])[CH3:51])=[O:56])[CH2:62][CH2:61]4)=[O:34])=[CH:31][CH:32]=3)=[CH:25][CH:26]=2)=[O:17])[CH2:14][CH2:15]1)=[O:7])([CH3:2])([CH3:4])[CH3:3], predict the reactants needed to synthesize it. (5) Given the product [C:1]([Si:5]([C:12]1[CH:13]=[CH:14][CH:15]=[CH:16][CH:17]=1)([C:18]1[CH:23]=[CH:22][CH:21]=[CH:20][CH:19]=1)[O:6][CH2:7][CH2:8][C:9]1[N:11]=[CH:27][C:28]2[C:33](=[O:34])[CH2:32][CH2:31][CH2:30][C:29]=2[N:10]=1)([CH3:4])([CH3:2])[CH3:3], predict the reactants needed to synthesize it. The reactants are: [C:1]([Si:5]([C:18]1[CH:23]=[CH:22][CH:21]=[CH:20][CH:19]=1)([C:12]1[CH:17]=[CH:16][CH:15]=[CH:14][CH:13]=1)[O:6][CH2:7][CH2:8][C:9]([NH2:11])=[NH:10])([CH3:4])([CH3:3])[CH3:2].CN([CH:27]=[C:28]1[C:33](=[O:34])[CH2:32][CH2:31][CH2:30][C:29]1=O)C. (6) Given the product [O:2]=[CH:3][CH2:4][C@H:6]([C@@H:8]([C@@H:10]([CH2:12][OH:13])[OH:11])[OH:9])[OH:7], predict the reactants needed to synthesize it. The reactants are: Cl.[OH:2][CH:3]1[O:11][C@H:10]([CH2:12][OH:13])[C@@H:8]([OH:9])[C@H:6]([OH:7])[C@H:4]1N.C[O-].[Na+].C(N(C(C)C)CC)(C)C. (7) Given the product [ClH:24].[CH3:17][C:13]1[CH:14]=[C:15]2[C:10](=[CH:11][C:12]=1[N:18]1[CH2:23][CH2:22][O:21][CH2:20][CH2:19]1)[CH2:9][NH:8][CH2:16]2, predict the reactants needed to synthesize it. The reactants are: C(OC([N:8]1[CH2:16][C:15]2[C:10](=[CH:11][C:12]([N:18]3[CH2:23][CH2:22][O:21][CH2:20][CH2:19]3)=[C:13]([CH3:17])[CH:14]=2)[CH2:9]1)=O)(C)(C)C.[ClH:24].